This data is from Catalyst prediction with 721,799 reactions and 888 catalyst types from USPTO. The task is: Predict which catalyst facilitates the given reaction. (1) Reactant: [NH2:1][C:2]1[CH:3]=[C:4]([CH:9]=[CH:10][N:11]=1)[C:5]([O:7][CH3:8])=[O:6].[C:12](OC(=O)C)(=[O:14])[CH3:13]. Product: [C:12]([NH:1][C:2]1[CH:3]=[C:4]([CH:9]=[CH:10][N:11]=1)[C:5]([O:7][CH3:8])=[O:6])(=[O:14])[CH3:13]. The catalyst class is: 52. (2) Product: [O:2]=[C:1]1[C:8](=[CH:9][O-:10])[CH2:5][CH2:4][O:3]1.[Na+:13]. The catalyst class is: 27. Reactant: [CH:1]([O:3][CH2:4][CH3:5])=[O:2].C1(=O)[O:10][CH2:9][CH2:8]C1.[H-].[Na+:13].CO. (3) Reactant: [OH-].[Na+:2].[Cl:3][C:4]1[CH:5]=[CH:6][C:7]([NH:14][C:15]([C:17]2[CH:22]=[CH:21][CH:20]=[C:19]([C:23]3[CH:24]=[N:25][C:26]4[C:31]([CH:32]=3)=[CH:30][CH:29]=[CH:28][CH:27]=4)[CH:18]=2)=[O:16])=[C:8]([CH:13]=1)[C:9]([O:11]C)=[O:10]. Product: [Cl:3][C:4]1[CH:5]=[CH:6][C:7]([NH:14][C:15]([C:17]2[CH:22]=[CH:21][CH:20]=[C:19]([C:23]3[CH:24]=[N:25][C:26]4[C:31]([CH:32]=3)=[CH:30][CH:29]=[CH:28][CH:27]=4)[CH:18]=2)=[O:16])=[C:8]([CH:13]=1)[C:9]([O-:11])=[O:10].[Na+:2]. The catalyst class is: 1.